From a dataset of Full USPTO retrosynthesis dataset with 1.9M reactions from patents (1976-2016). Predict the reactants needed to synthesize the given product. (1) Given the product [CH3:1][C:2]1([CH3:24])[O:3][CH2:4][C:5]([CH2:8][N:9]2[CH:13]=[C:12]([CH2:14][O:15][CH2:16][O:17][CH3:18])[N:11]=[C:10]2[N+:19]([O-:21])=[O:20])([CH2:22][O:23][S:31]([C:28]2[CH:29]=[CH:30][C:25]([CH3:35])=[CH:26][CH:27]=2)(=[O:33])=[O:32])[CH2:6][O:7]1, predict the reactants needed to synthesize it. The reactants are: [CH3:1][C:2]1([CH3:24])[O:7][CH2:6][C:5]([CH2:22][OH:23])([CH2:8][N:9]2[CH:13]=[C:12]([CH2:14][O:15][CH2:16][O:17][CH3:18])[N:11]=[C:10]2[N+:19]([O-:21])=[O:20])[CH2:4][O:3]1.[C:25]1([CH3:35])[CH:30]=[CH:29][C:28]([S:31](Cl)(=[O:33])=[O:32])=[CH:27][CH:26]=1.[Cl-].[NH4+]. (2) Given the product [F:19][C:20]1[C:25]([C@H:26]2[N:34]3[C@@H:29]([CH2:30][CH2:31]/[C:32](=[CH:8]\[C:7]4[CH:10]=[CH:11][C:12]([N:13]5[CH:17]=[C:16]([CH3:18])[N:15]=[CH:14]5)=[C:5]([O:4][CH3:3])[CH:6]=4)/[C:33]3=[O:35])[CH2:28][CH2:27]2)=[CH:24][CH:23]=[C:22]([F:44])[N:21]=1, predict the reactants needed to synthesize it. The reactants are: [OH-].[Li+].[CH3:3][O:4][C:5]1[CH:6]=[C:7]([CH:10]=[CH:11][C:12]=1[N:13]1[CH:17]=[C:16]([CH3:18])[N:15]=[CH:14]1)[CH:8]=O.[F:19][C:20]1[C:25]([C@H:26]2[N:34]3[C@@H:29]([CH2:30][CH2:31][CH:32](P(=O)(OCC)OCC)[C:33]3=[O:35])[CH2:28][CH2:27]2)=[CH:24][CH:23]=[C:22]([F:44])[N:21]=1.C(O)C. (3) Given the product [C:18]1([C@H:2]([O:1][C:30]2[CH:29]=[CH:28][C:27]([O:26][C:25]([F:24])([F:34])[F:35])=[CH:32][CH:31]=2)[CH2:3][CH2:4][CH2:5][CH2:6][N:7]2[C:8](=[O:17])[C:9]3[C:14](=[CH:13][CH:12]=[CH:11][CH:10]=3)[C:15]2=[O:16])[CH:23]=[CH:22][CH:21]=[CH:20][CH:19]=1, predict the reactants needed to synthesize it. The reactants are: [OH:1][C@H:2]([C:18]1[CH:23]=[CH:22][CH:21]=[CH:20][CH:19]=1)[CH2:3][CH2:4][CH2:5][CH2:6][N:7]1[C:15](=[O:16])[C:14]2[C:9](=[CH:10][CH:11]=[CH:12][CH:13]=2)[C:8]1=[O:17].[F:24][C:25]([F:35])([F:34])[O:26][C:27]1[CH:32]=[CH:31][C:30](O)=[CH:29][CH:28]=1.C1(P(C2C=CC=CC=2)C2C=CC=CC=2)C=CC=CC=1.N(C(OC(C)C)=O)=NC(OC(C)C)=O.C1(C)C=CC=CC=1. (4) Given the product [N+:1]([C:4]1[NH:8][N:7]=[C:6]([C:9]([O:11][CH3:16])=[O:10])[CH:5]=1)([O-:3])=[O:2], predict the reactants needed to synthesize it. The reactants are: [N+:1]([C:4]1[NH:8][N:7]=[C:6]([C:9]([OH:11])=[O:10])[CH:5]=1)([O-:3])=[O:2].S(Cl)(Cl)=O.[CH3:16]O.